This data is from Full USPTO retrosynthesis dataset with 1.9M reactions from patents (1976-2016). The task is: Predict the reactants needed to synthesize the given product. (1) The reactants are: [C:1]([O:5][C@@H:6]([C:10]1[C:11]([C:26]2[CH:31]=[CH:30][C:29]([Cl:32])=[CH:28][CH:27]=2)=[C:12]2[C:17](=[CH:18][C:19]=1[CH3:20])[N:16]=[C:15]([C:21]1[NH:25]N=C[CH:22]=1)[CH:14]=[CH:13]2)[C:7]([OH:9])=[O:8])([CH3:4])([CH3:3])[CH3:2].[S:33]1C=C(B(O)O)N=[CH:34]1. Given the product [C:1]([O:5][C@@H:6]([C:10]1[C:11]([C:26]2[CH:27]=[CH:28][C:29]([Cl:32])=[CH:30][CH:31]=2)=[C:12]2[C:17](=[CH:18][C:19]=1[CH3:20])[N:16]=[C:15]([C:21]1[N:25]=[CH:34][S:33][CH:22]=1)[CH:14]=[CH:13]2)[C:7]([OH:9])=[O:8])([CH3:3])([CH3:2])[CH3:4], predict the reactants needed to synthesize it. (2) Given the product [Cl-:28].[C:1]([N:4]1[CH2:5][CH2:6][N:7]([CH:10]([C:22]2[CH:27]=[CH:26][CH:25]=[CH:24][CH:23]=2)[C:11]([O:13][C@@H:14]2[CH:19]3[CH2:20][CH2:21][N+:16]([CH2:29][C:30](=[O:31])[C:32]4[CH:37]=[CH:36][CH:35]=[CH:34][CH:33]=4)([CH2:17][CH2:18]3)[CH2:15]2)=[O:12])[CH2:8][CH2:9]1)(=[O:3])[CH3:2], predict the reactants needed to synthesize it. The reactants are: [C:1]([N:4]1[CH2:9][CH2:8][N:7]([CH:10]([C:22]2[CH:27]=[CH:26][CH:25]=[CH:24][CH:23]=2)[C:11]([O:13][C@@H:14]2[CH:19]3[CH2:20][CH2:21][N:16]([CH2:17][CH2:18]3)[CH2:15]2)=[O:12])[CH2:6][CH2:5]1)(=[O:3])[CH3:2].[Cl:28][CH2:29][C:30]([C:32]1[CH:37]=[CH:36][CH:35]=[CH:34][CH:33]=1)=[O:31]. (3) The reactants are: [C:1]([O:5][C:6](=[O:27])[NH:7][C:8]1[CH:13]=[C:12]([O:14][C:15]2[N:20]=[C:19]3[S:21][C:22]([NH2:24])=[N:23][C:18]3=[CH:17][CH:16]=2)[C:11]([Cl:25])=[CH:10][C:9]=1[F:26])([CH3:4])([CH3:3])[CH3:2].[CH:28]1([C:31](Cl)=[O:32])[CH2:30][CH2:29]1.C(=O)([O-])O.[Na+].C(=O)([O-])[O-].[Na+].[Na+].[Cl-].[NH4+]. Given the product [C:1]([O:5][C:6](=[O:27])[NH:7][C:8]1[CH:13]=[C:12]([O:14][C:15]2[N:20]=[C:19]3[S:21][C:22]([NH:24][C:31]([CH:28]4[CH2:30][CH2:29]4)=[O:32])=[N:23][C:18]3=[CH:17][CH:16]=2)[C:11]([Cl:25])=[CH:10][C:9]=1[F:26])([CH3:4])([CH3:2])[CH3:3], predict the reactants needed to synthesize it. (4) Given the product [OH:8][CH2:9][CH2:10][NH:11][S:12]([C:15]1[C:16]([OH:34])=[C:17]([NH:22][C:23]([NH:25][C:26]2[CH:31]=[CH:30][CH:29]=[C:28]([Cl:32])[C:27]=2[Cl:33])=[O:24])[CH:18]=[CH:19][C:20]=1[Cl:21])(=[O:14])=[O:13], predict the reactants needed to synthesize it. The reactants are: C([O:8][CH2:9][CH2:10][NH:11][S:12]([C:15]1[C:16]([OH:34])=[C:17]([NH:22][C:23]([NH:25][C:26]2[CH:31]=[CH:30][CH:29]=[C:28]([Cl:32])[C:27]=2[Cl:33])=[O:24])[CH:18]=[CH:19][C:20]=1[Cl:21])(=[O:14])=[O:13])C1C=CC=CC=1.I[Si](C)(C)C. (5) Given the product [OH:1][CH2:2][C:3]1[CH:8]=[CH:7][CH:6]=[CH:5][C:4]=1[C:9]1[CH:14]=[CH:13][CH:12]=[C:11]([CH2:15][O:16][C:17]2[CH:18]=[CH:19][C:20]([CH2:23][CH2:24][C:25]([OH:27])=[O:26])=[CH:21][CH:22]=2)[CH:10]=1, predict the reactants needed to synthesize it. The reactants are: [OH:1][CH2:2][C:3]1[CH:8]=[CH:7][CH:6]=[CH:5][C:4]=1[C:9]1[CH:14]=[CH:13][CH:12]=[C:11]([CH2:15][O:16][C:17]2[CH:22]=[CH:21][C:20]([CH2:23][CH2:24][C:25]([O:27]C(C)(C)C)=[O:26])=[CH:19][CH:18]=2)[CH:10]=1. (6) Given the product [CH:1]1([C:7]2[N:12]=[C:11]([C:13]([OH:15])=[O:14])[CH:10]=[CH:9][CH:8]=2)[CH2:2][CH2:3][CH2:4][CH2:5][CH2:6]1, predict the reactants needed to synthesize it. The reactants are: [C:1]1([C:7]2[N:12]=[C:11]([C:13]([OH:15])=[O:14])[CH:10]=[CH:9][CH:8]=2)[CH2:6][CH2:5][CH2:4][CH2:3][CH:2]=1.